This data is from Tox21: 12 toxicity assays (nuclear receptors and stress response pathways). The task is: Binary classification across 12 toxicity assays. (1) The drug is C[C@H](CN1CCOCC1)C(C(=O)N1CCCC1)(c1ccccc1)c1ccccc1. It tested positive (active) for: NR-AhR (Aryl hydrocarbon Receptor agonist activity). (2) It tested positive (active) for: NR-PPAR-gamma (PPAR-gamma nuclear receptor agonist). The compound is CCCCCC/C=C\CCCCCCCC(=O)O.